Task: Predict the product of the given reaction.. Dataset: Forward reaction prediction with 1.9M reactions from USPTO patents (1976-2016) (1) Given the reactants [NH2:1][C:2]1[N:7]=[C:6]([S:8][CH2:9][C:10]([NH:12][C:13]2[CH:18]=[C:17]([C:19]([F:22])([F:21])[F:20])[CH:16]=[CH:15][C:14]=2[NH2:23])=O)[C:5]([C:24]#[N:25])=[C:4]([S:26][CH3:27])[N:3]=1, predict the reaction product. The product is: [NH2:1][C:2]1[N:3]=[C:4]([S:26][CH3:27])[C:5]([C:24]#[N:25])=[C:6]([S:8][CH2:9][C:10]2[NH:12][C:13]3[CH:18]=[C:17]([C:19]([F:22])([F:21])[F:20])[CH:16]=[CH:15][C:14]=3[N:23]=2)[N:7]=1. (2) The product is: [C:1]([C@H:3]1[O:8][CH2:7][C@H:6]([CH2:9][O:10][C:18]([NH:33][CH2:32][C:31]([F:35])([F:34])[F:30])=[O:19])[N:5]([C:11]([O:13][C:14]([CH3:17])([CH3:16])[CH3:15])=[O:12])[CH2:4]1)#[CH:2]. Given the reactants [C:1]([C@H:3]1[O:8][CH2:7][C@@H:6]([CH2:9][OH:10])[N:5]([C:11]([O:13][C:14]([CH3:17])([CH3:16])[CH3:15])=[O:12])[CH2:4]1)#[CH:2].[C:18](N1C=CN=C1)(N1C=CN=C1)=[O:19].[F:30][C:31]([F:35])([F:34])[CH2:32][NH2:33], predict the reaction product. (3) Given the reactants Cl.[F:2][C:3]1[CH:8]=[C:7]([S:9]([CH3:12])(=[O:11])=[O:10])[CH:6]=[CH:5][C:4]=1[NH:13][C:14]1[C:15]2[O:22][CH:21]=[C:20]([CH:23]3[CH2:28][CH2:27][NH:26][CH2:25][CH2:24]3)[C:16]=2[N:17]=[CH:18][N:19]=1.Cl[C:30]1[N:35]=[CH:34][C:33]([Cl:36])=[CH:32][N:31]=1.C(N(CC)C(C)C)(C)C.O, predict the reaction product. The product is: [Cl:36][C:33]1[CH:32]=[N:31][C:30]([N:26]2[CH2:27][CH2:28][CH:23]([C:20]3[C:16]4[N:17]=[CH:18][N:19]=[C:14]([NH:13][C:4]5[CH:5]=[CH:6][C:7]([S:9]([CH3:12])(=[O:10])=[O:11])=[CH:8][C:3]=5[F:2])[C:15]=4[O:22][CH:21]=3)[CH2:24][CH2:25]2)=[N:35][CH:34]=1. (4) Given the reactants [CH3:1][N:2]1[CH:6]=[CH:5][C:4](C(O)=O)=[N:3]1.S(Cl)(Cl)=O.[NH2:14][C:15]1[CH:20]=[C:19]([O:21][C:22]2[CH:23]=[CH:24][C:25]([NH:28][C:29]([NH:31][C:32](=[O:37])[C:33]([CH3:36])([CH3:35])[CH3:34])=[O:30])=[N:26][CH:27]=2)[CH:18]=[CH:17][N:16]=1.[OH2:38].N1C=CC=C[CH:40]=1, predict the reaction product. The product is: [CH3:1][N:2]1[CH:6]=[C:5]([C:40]([NH:14][C:15]2[CH:20]=[C:19]([O:21][C:22]3[CH:27]=[N:26][C:25]([NH:28][C:29]([NH:31][C:32](=[O:37])[C:33]([CH3:34])([CH3:36])[CH3:35])=[O:30])=[CH:24][CH:23]=3)[CH:18]=[CH:17][N:16]=2)=[O:38])[CH:4]=[N:3]1. (5) Given the reactants C(OC([N:8]1[CH2:11][CH:10]([O:12][C:13]([N:15]2[CH2:20][CH2:19][CH:18]([O:21][C:22]3[CH:27]=[C:26]([N:28]4[C:36]5[C:31](=[CH:32][C:33]([S:37]([CH3:40])(=[O:39])=[O:38])=[CH:34][CH:35]=5)[CH2:30][CH2:29]4)[N:25]=[CH:24][N:23]=3)[CH2:17][CH2:16]2)=[O:14])[CH2:9]1)=O)(C)(C)C.C(O)(C(F)(F)F)=O, predict the reaction product. The product is: [NH:8]1[CH2:11][CH:10]([O:12][C:13]([N:15]2[CH2:16][CH2:17][CH:18]([O:21][C:22]3[CH:27]=[C:26]([N:28]4[C:36]5[C:31](=[CH:32][C:33]([S:37]([CH3:40])(=[O:39])=[O:38])=[CH:34][CH:35]=5)[CH2:30][CH2:29]4)[N:25]=[CH:24][N:23]=3)[CH2:19][CH2:20]2)=[O:14])[CH2:9]1.